This data is from Forward reaction prediction with 1.9M reactions from USPTO patents (1976-2016). The task is: Predict the product of the given reaction. Given the reactants [CH2:1]([C@@H:8]1[NH:13][CH2:12][CH2:11][N:10]([C:14]2[CH:19]=[CH:18][C:17]([O:20][CH3:21])=[C:16]([O:22][CH:23]3[CH2:27][CH2:26][CH2:25][CH2:24]3)[CH:15]=2)[CH2:9]1)[C:2]1[CH:7]=[CH:6][CH:5]=[CH:4][CH:3]=1.[S:28](N)([NH2:31])(=[O:30])=[O:29], predict the reaction product. The product is: [CH2:1]([C@H:8]1[CH2:9][N:10]([C:14]2[CH:19]=[CH:18][C:17]([O:20][CH3:21])=[C:16]([O:22][CH:23]3[CH2:27][CH2:26][CH2:25][CH2:24]3)[CH:15]=2)[CH2:11][CH2:12][N:13]1[S:28]([NH2:31])(=[O:30])=[O:29])[C:2]1[CH:3]=[CH:4][CH:5]=[CH:6][CH:7]=1.